From a dataset of Catalyst prediction with 721,799 reactions and 888 catalyst types from USPTO. Predict which catalyst facilitates the given reaction. (1) Reactant: [OH:1][C:2]1[CH:9]=[CH:8][C:5]([CH:6]=[O:7])=[CH:4][CH:3]=1.[CH:10]([N:13]1[CH2:18][CH2:17][NH:16][CH2:15][CH2:14]1)([CH3:12])[CH3:11].[CH2:19]=O. Product: [OH:1][C:2]1[CH:9]=[CH:8][C:5]([CH:6]=[O:7])=[CH:4][C:3]=1[CH2:19][N:16]1[CH2:17][CH2:18][N:13]([CH:10]([CH3:12])[CH3:11])[CH2:14][CH2:15]1. The catalyst class is: 14. (2) Reactant: [Cl:1][C:2]1[CH:7]=[C:6]([O:8][C:9]2[C:18]3[C:13](=[CH:14][C:15]([O:21][CH3:22])=[C:16]([O:19][CH3:20])[CH:17]=3)[N:12]=[CH:11][CH:10]=2)[CH:5]=[CH:4][C:3]=1[NH:23][C:24]([NH:26][C:27]1[CH:31]=[C:30]([CH3:32])[O:29][N:28]=1)=[O:25].O.[C:34]1([CH3:44])[CH:39]=[CH:38][C:37]([S:40]([OH:43])(=[O:42])=[O:41])=[CH:36][CH:35]=1. Product: [C:34]1([CH3:44])[CH:35]=[CH:36][C:37]([S:40]([OH:43])(=[O:41])=[O:42])=[CH:38][CH:39]=1.[Cl:1][C:2]1[CH:7]=[C:6]([O:8][C:9]2[C:18]3[C:13](=[CH:14][C:15]([O:21][CH3:22])=[C:16]([O:19][CH3:20])[CH:17]=3)[N:12]=[CH:11][CH:10]=2)[CH:5]=[CH:4][C:3]=1[NH:23][C:24]([NH:26][C:27]1[CH:31]=[C:30]([CH3:32])[O:29][N:28]=1)=[O:25]. The catalyst class is: 382. (3) Reactant: [C:1]([O:4][C@H:5]1[C@H:10]([O:11][C:12](=[O:14])[CH3:13])[C@@H:9]([O:15][C:16](=[O:18])[CH3:17])[CH:8]([C:19]2[CH:24]=[CH:23][C:22](Br)=[C:21]([CH2:26][C:27]3[CH:36]=[CH:35][C:30]4[O:31][CH2:32][CH2:33][O:34][C:29]=4[CH:28]=3)[CH:20]=2)[O:7][C@@H:6]1[CH2:37][O:38][C:39](=[O:41])[CH3:40])(=[O:3])[CH3:2].[CH:42]1(P(C2CCCCC2)C2CCCCC2)CCCC[CH2:43]1.[O-]P([O-])([O-])=O.[K+].[K+].[K+].C(B(O)O)C. Product: [C:1]([O:4][C@H:5]1[C@H:10]([O:11][C:12](=[O:14])[CH3:13])[C@@H:9]([O:15][C:16](=[O:18])[CH3:17])[CH:8]([C:19]2[CH:24]=[CH:23][C:22]([CH2:42][CH3:43])=[C:21]([CH2:26][C:27]3[CH:36]=[CH:35][C:30]4[O:31][CH2:32][CH2:33][O:34][C:29]=4[CH:28]=3)[CH:20]=2)[O:7][C@@H:6]1[CH2:37][O:38][C:39](=[O:41])[CH3:40])(=[O:3])[CH3:2]. The catalyst class is: 498. (4) Reactant: [N+:1]([C:4]1[CH:5]=[C:6]([CH:22]=[CH:23][C:24]=1[N+:25]([O-])=O)[O:7][C:8]1[C:17]2[C:12](=[CH:13][C:14]([O:20][CH3:21])=[C:15]([O:18][CH3:19])[CH:16]=2)[N:11]=[CH:10][CH:9]=1)([O-])=O.CC(O)=O. Product: [CH3:19][O:18][C:15]1[CH:16]=[C:17]2[C:12](=[CH:13][C:14]=1[O:20][CH3:21])[N:11]=[CH:10][CH:9]=[C:8]2[O:7][C:6]1[CH:5]=[C:4]([NH2:1])[C:24]([NH2:25])=[CH:23][CH:22]=1. The catalyst class is: 324.